This data is from Forward reaction prediction with 1.9M reactions from USPTO patents (1976-2016). The task is: Predict the product of the given reaction. (1) Given the reactants [CH2:1]([O:5][N:6]1[C:15]([C:16](O)=[O:17])=[C:14]([C:19]2[CH:24]=[CH:23][CH:22]=[CH:21][CH:20]=2)[C:13]2[C:8](=[CH:9][CH:10]=[C:11]([Cl:25])[CH:12]=2)[C:7]1=[O:26])[CH2:2][CH2:3][CH3:4].C(Cl)(=O)C([Cl:30])=O, predict the reaction product. The product is: [CH2:1]([O:5][N:6]1[C:15]([C:16]([Cl:30])=[O:17])=[C:14]([C:19]2[CH:20]=[CH:21][CH:22]=[CH:23][CH:24]=2)[C:13]2[C:8](=[CH:9][CH:10]=[C:11]([Cl:25])[CH:12]=2)[C:7]1=[O:26])[CH2:2][CH2:3][CH3:4]. (2) Given the reactants ClC1C=C(F)C=CC=1CN[C:11](=[O:22])[CH2:12][C:13]1[C:14]([CH2:20][CH3:21])=[N:15][NH:16][C:17]=1[CH2:18][CH3:19].[F:23][C:24]1[C:29]([F:30])=[C:28]([F:31])[CH:27]=[CH:26][C:25]=1[CH2:32][NH2:33], predict the reaction product. The product is: [CH2:18]([C:17]1[C:13]([CH2:12][C:11]([NH:33][CH2:32][C:25]2[CH:26]=[CH:27][C:28]([F:31])=[C:29]([F:30])[C:24]=2[F:23])=[O:22])=[C:14]([CH2:20][CH3:21])[NH:15][N:16]=1)[CH3:19]. (3) Given the reactants [Cl:1][C:2]1[CH:7]=[CH:6][C:5]([CH:8]([NH:14][C:15](=[O:22])[CH2:16][C:17]([CH:19]2[CH2:21][CH2:20]2)=[O:18])[C:9]([O:11]CC)=O)=[CH:4][CH:3]=1, predict the reaction product. The product is: [Cl:1][C:2]1[CH:3]=[CH:4][C:5]([CH:8]2[NH:14][C:15](=[O:22])[CH:16]([C:17]([CH:19]3[CH2:20][CH2:21]3)=[O:18])[C:9]2=[O:11])=[CH:6][CH:7]=1. (4) Given the reactants C(OC(=O)[NH:7][CH2:8][CH2:9][NH:10][C:11]([C:13]1[S:29][C:16]2=[N:17][C:18]3[C:23]([CH:24]=[C:15]2[CH:14]=1)=[CH:22][C:21]([C:25]([CH3:28])([CH3:27])[CH3:26])=[CH:20][CH:19]=3)=[O:12])(C)(C)C.FC(F)(F)C(O)=O, predict the reaction product. The product is: [NH2:7][CH2:8][CH2:9][NH:10][C:11]([C:13]1[S:29][C:16]2=[N:17][C:18]3[C:23]([CH:24]=[C:15]2[CH:14]=1)=[CH:22][C:21]([C:25]([CH3:27])([CH3:26])[CH3:28])=[CH:20][CH:19]=3)=[O:12]. (5) Given the reactants [Cl:1][C:2]1[N:3]=[C:4]([N:14]2[CH2:19][CH2:18][O:17][CH2:16][CH2:15]2)[C:5]2[S:10][C:9]([CH2:11][NH:12][CH3:13])=[CH:8][C:6]=2[N:7]=1.[CH2:20]([N:23]1[CH2:28][CH2:27][C:26](=O)[CH2:25][CH2:24]1)[CH2:21][CH3:22], predict the reaction product. The product is: [Cl:1][C:2]1[N:3]=[C:4]([N:14]2[CH2:19][CH2:18][O:17][CH2:16][CH2:15]2)[C:5]2[S:10][C:9]([CH2:11][N:12]([CH3:13])[CH:26]3[CH2:27][CH2:28][N:23]([CH2:20][CH2:21][CH3:22])[CH2:24][CH2:25]3)=[CH:8][C:6]=2[N:7]=1. (6) Given the reactants [Li][CH2:2][CH2:3][CH2:4][CH3:5].[O:6]=[C:7]1[N:12]([C:13]([O:15][C:16]([CH3:19])([CH3:18])[CH3:17])=[O:14])[CH2:11][CH2:10][N:9]2[C:20](=[O:23])[CH2:21][CH2:22][C@@H:8]12, predict the reaction product. The product is: [CH2:2]1[C:7]2[CH:8]=[CH:22][CH:21]=[C:20]([C:7]([C@@H:8]3[CH2:22][CH2:21][C:20](=[O:23])[N:9]3[CH2:10][CH2:11][NH:12][C:13](=[O:14])[O:15][C:16]([CH3:19])([CH3:18])[CH3:17])=[O:6])[C:5]=2[CH2:4][CH2:3]1. (7) Given the reactants [CH2:1]([O:3][C:4]([CH2:6][C:7]1[CH:8]=[CH:9][C:10]([O:28][CH3:29])=[C:11]([CH:27]=1)[O:12][C:13]1[CH:21]=[CH:20][C:16]([C:17](O)=[O:18])=[CH:15][C:14]=1[CH2:22][S:23][CH:24]([CH3:26])[CH3:25])=[O:5])[CH3:2].[F:30][C:31]1[CH:39]=[CH:38][C:34]([CH2:35][CH2:36][NH2:37])=[CH:33][CH:32]=1, predict the reaction product. The product is: [CH2:1]([O:3][C:4](=[O:5])[CH2:6][C:7]1[CH:8]=[CH:9][C:10]([O:28][CH3:29])=[C:11]([O:12][C:13]2[CH:21]=[CH:20][C:16]([C:17](=[O:18])[NH:37][CH2:36][CH2:35][C:34]3[CH:38]=[CH:39][C:31]([F:30])=[CH:32][CH:33]=3)=[CH:15][C:14]=2[CH2:22][S:23][CH:24]([CH3:25])[CH3:26])[CH:27]=1)[CH3:2]. (8) The product is: [Br:1][C:2]1[C:7]([F:8])=[CH:6][C:5]2[N:9]=[C:23]([C@@H:19]3[CH2:20][CH2:21][CH2:22][N:18]3[C:16]([O:15][C:11]([CH3:12])([CH3:14])[CH3:13])=[O:17])[NH:10][C:4]=2[CH:3]=1. Given the reactants [Br:1][C:2]1[CH:3]=[C:4]([NH2:10])[C:5]([NH2:9])=[CH:6][C:7]=1[F:8].[C:11]([O:15][C:16]([N:18]1[CH2:22][CH2:21][CH2:20][C@H:19]1[C:23](O)=O)=[O:17])([CH3:14])([CH3:13])[CH3:12].CN(C(ON1N=NC2C=CC=NC1=2)=[N+](C)C)C.F[P-](F)(F)(F)(F)F.C(N(C(C)C)CC)(C)C, predict the reaction product. (9) Given the reactants [C:1]([O:5][C:6]([N:8]1[CH2:13][CH2:12][CH:11]([N:14]([CH:25]2[CH2:30][CH2:29][CH:28]([CH3:31])[CH2:27][CH2:26]2)[C:15]([NH:17][C:18]2[S:19][C:20]([CH:23]=O)=[CH:21][N:22]=2)=[O:16])[CH2:10][CH2:9]1)=[O:7])([CH3:4])([CH3:3])[CH3:2].Cl.N1([CH2:39][CH2:40][S:41]([NH2:44])(=[O:43])=[O:42])CCNCC1.C([N:47]([CH2:50][CH3:51])[CH2:48][CH3:49])C.C(O[BH-](OC(=O)C)OC(=O)C)(=O)C.[Na+], predict the reaction product. The product is: [C:1]([O:5][C:6]([N:8]1[CH2:9][CH2:10][CH:11]([N:14]([CH:25]2[CH2:26][CH2:27][CH:28]([CH3:31])[CH2:29][CH2:30]2)[C:15]([NH:17][C:18]2[S:19][C:20]([CH2:23][N:47]3[CH2:48][CH2:49][N:44]([S:41]([CH2:40][CH3:39])(=[O:43])=[O:42])[CH2:51][CH2:50]3)=[CH:21][N:22]=2)=[O:16])[CH2:12][CH2:13]1)=[O:7])([CH3:3])([CH3:2])[CH3:4]. (10) The product is: [CH3:46][N:47]1[CH2:52][CH2:51][N:50]([CH2:53][C:54]2[N:55]=[C:56]([NH:59][C:15]([C:17]3[C:18]4[N:19]=[CH:20][CH:21]=[N:22][C:23]=4[C:24]([C:27]4[C:36]5[C:31](=[CH:32][CH:33]=[CH:34][CH:35]=5)[CH:30]=[CH:29][CH:28]=4)=[CH:25][CH:26]=3)=[O:16])[NH:57][CH:58]=2)[CH2:49][CH2:48]1. Given the reactants CN1CCN(C2C=CC(N[C:15]([C:17]3[C:18]4[N:19]=[CH:20][CH:21]=[N:22][C:23]=4[C:24]([C:27]4[C:36]5[C:31](=[CH:32][CH:33]=[CH:34][CH:35]=5)[CH:30]=[CH:29][CH:28]=4)=[CH:25][CH:26]=3)=[O:16])=CC=2)CC1.CO.C1COCC1.CO.[CH3:46][N:47]1[CH2:52][CH2:51][N:50]([CH2:53][C:54]2[N:55]=[C:56]([N+:59]([O-])=O)[NH:57][CH:58]=2)[CH2:49][CH2:48]1, predict the reaction product.